From a dataset of CYP2D6 inhibition data for predicting drug metabolism from PubChem BioAssay. Regression/Classification. Given a drug SMILES string, predict its absorption, distribution, metabolism, or excretion properties. Task type varies by dataset: regression for continuous measurements (e.g., permeability, clearance, half-life) or binary classification for categorical outcomes (e.g., BBB penetration, CYP inhibition). Dataset: cyp2d6_veith. (1) The compound is COc1ccccc1-c1cc(NCc2ccccc2)ncn1. The result is 1 (inhibitor). (2) The compound is CSc1nc(-c2ccc(C)cc2)nc(C(Cl)Cl)n1. The result is 0 (non-inhibitor). (3) The drug is CCN(CC)C(=O)c1ccc(O)c(OC)c1. The result is 0 (non-inhibitor). (4) The compound is CCOc1cc(NC(=S)Nc2ccccc2)c(OCC)cc1NC(=O)c1ccc(OC)cc1. The result is 0 (non-inhibitor). (5) The drug is COc1ccccc1CN(Cc1cc2cc3c(cc2[nH]c1=O)OCCO3)Cc1nnnn1Cc1ccco1. The result is 1 (inhibitor).